This data is from Full USPTO retrosynthesis dataset with 1.9M reactions from patents (1976-2016). The task is: Predict the reactants needed to synthesize the given product. (1) Given the product [CH:13]([O:16][C:17]1[CH:18]=[CH:19][C:20]([N:23]2[C:28](=[O:29])[C:27]([CH2:30][C:31]3[CH:36]=[CH:35][C:34]([C:37]4[CH:42]=[CH:41][CH:40]=[CH:39][C:38]=4[C:43]4[NH:3][C:4](=[O:7])[O:5][N:44]=4)=[CH:33][CH:32]=3)=[C:26]([CH2:45][CH2:46][CH3:47])[N:25]=[CH:24]2)=[CH:21][CH:22]=1)([CH3:15])[CH3:14], predict the reactants needed to synthesize it. The reactants are: [Cl-].O[NH3+:3].[C:4](=[O:7])([O-])[OH:5].[Na+].CS(C)=O.[CH:13]([O:16][C:17]1[CH:22]=[CH:21][C:20]([N:23]2[C:28](=[O:29])[C:27]([CH2:30][C:31]3[CH:36]=[CH:35][C:34]([C:37]4[C:38]([C:43]#[N:44])=[CH:39][CH:40]=[CH:41][CH:42]=4)=[CH:33][CH:32]=3)=[C:26]([CH2:45][CH2:46][CH3:47])[N:25]=[CH:24]2)=[CH:19][CH:18]=1)([CH3:15])[CH3:14]. (2) Given the product [NH2:3][C:4]1[N:9]=[CH:8][N:7]=[C:6]2[N:10]([CH:16]([C:18]3[C:19]([O:31][CH3:32])=[C:20]([CH:27]4[CH2:30][N:29]([CH2:40][C@@H:41]([OH:42])[CH3:43])[CH2:28]4)[C:21]([CH3:26])=[C:22]([CH:25]=3)[C:23]#[N:24])[CH3:17])[N:11]=[C:12]([CH:13]([F:14])[F:15])[C:5]=12, predict the reactants needed to synthesize it. The reactants are: Cl.Cl.[NH2:3][C:4]1[N:9]=[CH:8][N:7]=[C:6]2[N:10]([CH:16]([C:18]3[C:19]([O:31][CH3:32])=[C:20]([CH:27]4[CH2:30][NH:29][CH2:28]4)[C:21]([CH3:26])=[C:22]([CH:25]=3)[C:23]#[N:24])[CH3:17])[N:11]=[C:12]([CH:13]([F:15])[F:14])[C:5]=12.C(N(CC)CC)C.[CH3:40][C@H:41]1[CH2:43][O:42]1. (3) The reactants are: [CH3:1][O:2][C:3]1[CH:20]=[CH:19][C:6]([CH2:7][N:8]2[CH:17]=[C:16]3[C:10]([NH:11][CH2:12][CH2:13][CH2:14][C:15]3=O)=[N:9]2)=[CH:5][CH:4]=1.II.[F:23][C:24]1[CH:25]=[N:26][C:27]([NH:30][C:31]([NH2:33])=[S:32])=[N:28][CH:29]=1. Given the product [F:23][C:24]1[CH:25]=[N:26][C:27]([NH:30][C:31]2[S:32][C:14]3[CH2:13][CH2:12][NH:11][C:10]4=[N:9][N:8]([CH2:7][C:6]5[CH:19]=[CH:20][C:3]([O:2][CH3:1])=[CH:4][CH:5]=5)[CH:17]=[C:16]4[C:15]=3[N:33]=2)=[N:28][CH:29]=1, predict the reactants needed to synthesize it. (4) Given the product [C:22]([C:19]1[CH:20]=[CH:21][C:16]([NH:34][C:31]2[CH:32]=[CH:33][C:28]([O:27][CH3:26])=[CH:29][CH:30]=2)=[CH:17][CH:18]=1)([CH3:25])([CH3:24])[CH3:23], predict the reactants needed to synthesize it. The reactants are: CC([O-])(C)C.[Na+].[O-]P([O-])([O-])=O.[K+].[K+].[K+].Br[C:16]1[CH:21]=[CH:20][C:19]([C:22]([CH3:25])([CH3:24])[CH3:23])=[CH:18][CH:17]=1.[CH3:26][O:27][C:28]1[CH:33]=[CH:32][C:31]([NH2:34])=[CH:30][CH:29]=1.